Predict the product of the given reaction. From a dataset of Forward reaction prediction with 1.9M reactions from USPTO patents (1976-2016). (1) Given the reactants [OH:1][C:2]1[CH:7]=[CH:6][C:5]([CH:8]2[CH2:13][CH2:12][CH:11]([CH2:14][C:15]([O:17][CH2:18][CH3:19])=[O:16])[CH2:10][CH2:9]2)=[CH:4][CH:3]=1.C(N(C(C)C)CC)(C)C.[S:29](O[S:29]([C:32]([F:35])([F:34])[F:33])(=[O:31])=[O:30])([C:32]([F:35])([F:34])[F:33])(=[O:31])=[O:30], predict the reaction product. The product is: [F:33][C:32]([F:35])([F:34])[S:29]([O:1][C:2]1[CH:3]=[CH:4][C:5]([CH:8]2[CH2:9][CH2:10][CH:11]([CH2:14][C:15]([O:17][CH2:18][CH3:19])=[O:16])[CH2:12][CH2:13]2)=[CH:6][CH:7]=1)(=[O:31])=[O:30]. (2) Given the reactants Br[C:2]1[CH:7]=[C:6]([F:8])[CH:5]=[CH:4][C:3]=1[O:9][CH3:10].C([Li])CCC.[CH3:16][C:17]([CH3:19])=[O:18], predict the reaction product. The product is: [F:8][C:6]1[CH:5]=[CH:4][C:3]([O:9][CH3:10])=[C:2]([C:17]([OH:18])([CH3:19])[CH3:16])[CH:7]=1. (3) Given the reactants [CH:1]1([NH:5][C:6]2[C:7]3[CH:32]=[CH:31][NH:30][C:8]=3[N:9]=[C:10]([NH:12][C:13]3[CH:14]=[C:15]4[C:20](=[CH:21][CH:22]=3)[N:19]([CH2:23][C:24]([O:26]CC)=[O:25])[C:18](=[O:29])[CH2:17][CH2:16]4)[N:11]=2)[CH2:4][CH2:3][CH2:2]1, predict the reaction product. The product is: [CH:1]1([NH:5][C:6]2[C:7]3[CH:32]=[CH:31][NH:30][C:8]=3[N:9]=[C:10]([NH:12][C:13]3[CH:14]=[C:15]4[C:20](=[CH:21][CH:22]=3)[N:19]([CH2:23][C:24]([OH:26])=[O:25])[C:18](=[O:29])[CH2:17][CH2:16]4)[N:11]=2)[CH2:2][CH2:3][CH2:4]1. (4) Given the reactants [CH3:1][C:2]1[CH:3]=[CH:4][C:5]([NH:21][C:22]([C:24]2[CH:25]=[CH:26][C:27]([CH2:30][N:31]3[CH2:36][CH2:35][N:34]([CH3:37])[CH2:33][CH2:32]3)=[CH:28][CH:29]=2)=[O:23])=[CH:6][C:7]=1[NH:8][C:9]1[N:10]=[CH:11][CH:12]=[C:13]([C:15]2[CH:16]=[CH:17][CH:18]=[N:19][CH:20]=2)[N:14]=1.[I:38][CH2:39][O:40][C:41](=[O:51])[NH:42][C@H:43]([C:45]1[CH:50]=[CH:49][CH:48]=[CH:47][CH:46]=1)[CH3:44], predict the reaction product. The product is: [I-:38].[CH3:37][N+:34]1([CH2:39][O:40][C:41](=[O:51])[NH:42][C@H:43]([C:45]2[CH:50]=[CH:49][CH:48]=[CH:47][CH:46]=2)[CH3:44])[CH2:33][CH2:32][N:31]([CH2:30][C:27]2[CH:28]=[CH:29][C:24]([C:22](=[O:23])[NH:21][C:5]3[CH:4]=[CH:3][C:2]([CH3:1])=[C:7]([NH:8][C:9]4[N:14]=[C:13]([C:15]5[CH:20]=[N:19][CH:18]=[CH:17][CH:16]=5)[CH:12]=[CH:11][N:10]=4)[CH:6]=3)=[CH:25][CH:26]=2)[CH2:36][CH2:35]1. (5) Given the reactants [C:1]([C:3]1[N:8]=[C:7]([NH:9][CH2:10][CH:11]2[CH2:16][CH2:15][CH2:14][CH2:13][CH2:12]2)[C:6]([C:17]([OH:19])=O)=[CH:5][N:4]=1)#[N:2].[N:20]1([CH2:26][CH:27]([NH2:34])[C:28]2[CH:33]=[CH:32][CH:31]=[CH:30][CH:29]=2)[CH2:25][CH2:24][O:23][CH2:22][CH2:21]1.CCN=C=NCCCN(C)C.Cl.O.C1C=NC2N(O)N=NC=2C=1, predict the reaction product. The product is: [N:20]1([CH2:26][CH:27]([NH:34][C:17]([C:6]2[C:7]([NH:9][CH2:10][CH:11]3[CH2:12][CH2:13][CH2:14][CH2:15][CH2:16]3)=[N:8][C:3]([C:1]#[N:2])=[N:4][CH:5]=2)=[O:19])[C:28]2[CH:29]=[CH:30][CH:31]=[CH:32][CH:33]=2)[CH2:25][CH2:24][O:23][CH2:22][CH2:21]1. (6) Given the reactants [F:1][C:2]1[CH:3]=[C:4]([S:9][C:10]2[CH:11]=[C:12]3[C:18]([NH:19][C:20](=O)[C:21]4[CH:26]=[CH:25][C:24]([N:27]5[CH2:32][CH2:31][N:30]([CH3:33])[CH2:29][CH2:28]5)=[CH:23][C:22]=4[NH:34][CH:35]4[CH2:40][CH2:39][O:38][CH2:37][CH2:36]4)=[N:17][NH:16][C:13]3=[N:14][CH:15]=2)[CH:5]=[C:6]([F:8])[CH:7]=1.[H-].[H-].[H-].[H-].[Li+].[Al+3].O.[OH-].[Na+], predict the reaction product. The product is: [F:1][C:2]1[CH:3]=[C:4]([S:9][C:10]2[CH:11]=[C:12]3[C:18]([NH:19][CH2:20][C:21]4[CH:26]=[CH:25][C:24]([N:27]5[CH2:32][CH2:31][N:30]([CH3:33])[CH2:29][CH2:28]5)=[CH:23][C:22]=4[NH:34][CH:35]4[CH2:36][CH2:37][O:38][CH2:39][CH2:40]4)=[N:17][NH:16][C:13]3=[N:14][CH:15]=2)[CH:5]=[C:6]([F:8])[CH:7]=1. (7) Given the reactants [NH2:1][CH2:2][CH2:3][CH2:4][C:5]1[CH:6]=[CH:7][C:8]2[C:9]3[N:18]([CH2:19][CH:20]4[CH2:25][CH2:24][O:23][CH2:22][CH2:21]4)[C:17]([CH2:26][CH3:27])=[N:16][C:10]=3[C:11]([NH2:15])=[N:12][C:13]=2[CH:14]=1.C(N(CC)CC)C.[C:35](OC(=O)C)(=[O:37])[CH3:36].C(=O)([O-])[O-].[Na+].[Na+], predict the reaction product. The product is: [NH2:15][C:11]1[C:10]2[N:16]=[C:17]([CH2:26][CH3:27])[N:18]([CH2:19][CH:20]3[CH2:21][CH2:22][O:23][CH2:24][CH2:25]3)[C:9]=2[C:8]2[CH:7]=[CH:6][C:5]([CH2:4][CH2:3][CH2:2][NH:1][C:35](=[O:37])[CH3:36])=[CH:14][C:13]=2[N:12]=1.